This data is from Forward reaction prediction with 1.9M reactions from USPTO patents (1976-2016). The task is: Predict the product of the given reaction. The product is: [C:15]1([C:2]2[CH:8]=[C:7]([N+:9]([O-:11])=[O:10])[CH:6]=[C:5]([N+:12]([O-:14])=[O:13])[C:3]=2[NH2:4])[CH:20]=[CH:19][CH:18]=[CH:17][CH:16]=1. Given the reactants Br[C:2]1[CH:8]=[C:7]([N+:9]([O-:11])=[O:10])[CH:6]=[C:5]([N+:12]([O-:14])=[O:13])[C:3]=1[NH2:4].[C:15]1(B(O)O)[CH:20]=[CH:19][CH:18]=[CH:17][CH:16]=1.C(=O)([O-])[O-].[Na+].[Na+].C1(C)C=CC=CC=1, predict the reaction product.